This data is from Reaction yield outcomes from USPTO patents with 853,638 reactions. The task is: Predict the reaction yield, written as a fraction of the theoretical maximum amount of product (1.0 means a 100% yield; for example, 0.34 means a 34% yield). The product is [OH:1][C:2]1[C:3]([CH3:11])=[C:4]([CH:8]=[CH:9][CH:10]=1)[C:5]([O:7][CH3:17])=[O:6]. The yield is 1.00. No catalyst specified. The reactants are [OH:1][C:2]1[C:3]([CH3:11])=[C:4]([CH:8]=[CH:9][CH:10]=1)[C:5]([OH:7])=[O:6].S(=O)(=O)(O)O.[CH3:17]O.